This data is from NCI-60 drug combinations with 297,098 pairs across 59 cell lines. The task is: Regression. Given two drug SMILES strings and cell line genomic features, predict the synergy score measuring deviation from expected non-interaction effect. (1) Drug 1: CC1=C2C(C(=O)C3(C(CC4C(C3C(C(C2(C)C)(CC1OC(=O)C(C(C5=CC=CC=C5)NC(=O)OC(C)(C)C)O)O)OC(=O)C6=CC=CC=C6)(CO4)OC(=O)C)OC)C)OC. Drug 2: C1=CC=C(C(=C1)C(C2=CC=C(C=C2)Cl)C(Cl)Cl)Cl. Cell line: SF-539. Synergy scores: CSS=53.4, Synergy_ZIP=9.17, Synergy_Bliss=9.54, Synergy_Loewe=-35.6, Synergy_HSA=10.4. (2) Drug 1: C1=CN(C=N1)CC(O)(P(=O)(O)O)P(=O)(O)O. Drug 2: CS(=O)(=O)OCCCCOS(=O)(=O)C. Cell line: BT-549. Synergy scores: CSS=8.81, Synergy_ZIP=-5.06, Synergy_Bliss=-6.70, Synergy_Loewe=-3.95, Synergy_HSA=-3.95.